Dataset: Reaction yield outcomes from USPTO patents with 853,638 reactions. Task: Predict the reaction yield, written as a fraction of the theoretical maximum amount of product (1.0 means a 100% yield; for example, 0.34 means a 34% yield). The reactants are Br[C:2]1[CH:20]=[CH:19][C:5]([CH2:6][CH:7]2[CH2:11][CH2:10][N:9]([CH:12]3[CH2:17][CH2:16][CH2:15][CH2:14][CH2:13]3)[C:8]2=[O:18])=[C:4]([Cl:21])[CH:3]=1.[CH2:22]([O:24][C:25](=[O:41])[C:26]1[CH:31]=[CH:30][CH:29]=[CH:28][C:27]=1B1OC(C)(C)C(C)(C)O1)[CH3:23]. No catalyst specified. The product is [CH2:22]([O:24][C:25]([C:26]1[C:27]([C:2]2[CH:20]=[CH:19][C:5]([CH2:6][CH:7]3[CH2:11][CH2:10][N:9]([CH:12]4[CH2:17][CH2:16][CH2:15][CH2:14][CH2:13]4)[C:8]3=[O:18])=[C:4]([Cl:21])[CH:3]=2)=[CH:28][CH:29]=[CH:30][CH:31]=1)=[O:41])[CH3:23]. The yield is 0.480.